From a dataset of NCI-60 drug combinations with 297,098 pairs across 59 cell lines. Regression. Given two drug SMILES strings and cell line genomic features, predict the synergy score measuring deviation from expected non-interaction effect. (1) Synergy scores: CSS=12.7, Synergy_ZIP=-0.475, Synergy_Bliss=2.53, Synergy_Loewe=-3.79, Synergy_HSA=0.659. Cell line: BT-549. Drug 1: C1=CC(=CC=C1CCC2=CNC3=C2C(=O)NC(=N3)N)C(=O)NC(CCC(=O)O)C(=O)O. Drug 2: CC(C)CN1C=NC2=C1C3=CC=CC=C3N=C2N. (2) Drug 1: COC1=NC(=NC2=C1N=CN2C3C(C(C(O3)CO)O)O)N. Drug 2: CC(C)NC(=O)C1=CC=C(C=C1)CNNC.Cl. Cell line: SR. Synergy scores: CSS=1.92, Synergy_ZIP=3.55, Synergy_Bliss=7.75, Synergy_Loewe=6.23, Synergy_HSA=5.89. (3) Drug 1: CS(=O)(=O)OCCCCOS(=O)(=O)C. Drug 2: CN(C(=O)NC(C=O)C(C(C(CO)O)O)O)N=O. Cell line: NCI-H460. Synergy scores: CSS=11.7, Synergy_ZIP=-3.02, Synergy_Bliss=1.04, Synergy_Loewe=-5.54, Synergy_HSA=-1.74. (4) Drug 1: CC1=CC2C(CCC3(C2CCC3(C(=O)C)OC(=O)C)C)C4(C1=CC(=O)CC4)C. Cell line: T-47D. Synergy scores: CSS=5.10, Synergy_ZIP=-4.60, Synergy_Bliss=-6.10, Synergy_Loewe=-4.40, Synergy_HSA=-4.16. Drug 2: C1=NC2=C(N1)C(=S)N=CN2. (5) Drug 1: C1CCN(CC1)CCOC2=CC=C(C=C2)C(=O)C3=C(SC4=C3C=CC(=C4)O)C5=CC=C(C=C5)O. Drug 2: CC(CN1CC(=O)NC(=O)C1)N2CC(=O)NC(=O)C2. Cell line: HCT-15. Synergy scores: CSS=44.5, Synergy_ZIP=-0.265, Synergy_Bliss=0.694, Synergy_Loewe=2.38, Synergy_HSA=1.67. (6) Drug 1: C1=NC2=C(N=C(N=C2N1C3C(C(C(O3)CO)O)O)F)N. Drug 2: COC1=C2C(=CC3=C1OC=C3)C=CC(=O)O2. Cell line: PC-3. Synergy scores: CSS=13.4, Synergy_ZIP=0.173, Synergy_Bliss=1.80, Synergy_Loewe=-6.55, Synergy_HSA=-0.321. (7) Drug 1: CC1C(C(CC(O1)OC2CC(CC3=C2C(=C4C(=C3O)C(=O)C5=C(C4=O)C(=CC=C5)OC)O)(C(=O)C)O)N)O.Cl. Drug 2: CC1=C2C(C(=O)C3(C(CC4C(C3C(C(C2(C)C)(CC1OC(=O)C(C(C5=CC=CC=C5)NC(=O)OC(C)(C)C)O)O)OC(=O)C6=CC=CC=C6)(CO4)OC(=O)C)O)C)O. Cell line: CCRF-CEM. Synergy scores: CSS=53.3, Synergy_ZIP=0.723, Synergy_Bliss=1.74, Synergy_Loewe=-0.383, Synergy_HSA=2.98. (8) Drug 2: COCCOC1=C(C=C2C(=C1)C(=NC=N2)NC3=CC=CC(=C3)C#C)OCCOC.Cl. Synergy scores: CSS=-0.196, Synergy_ZIP=1.32, Synergy_Bliss=0.899, Synergy_Loewe=-3.46, Synergy_HSA=-1.76. Cell line: SF-268. Drug 1: CS(=O)(=O)OCCCCOS(=O)(=O)C. (9) Drug 1: C1CCC(CC1)NC(=O)N(CCCl)N=O. Drug 2: C1C(C(OC1N2C=NC3=C(N=C(N=C32)Cl)N)CO)O. Cell line: KM12. Synergy scores: CSS=14.7, Synergy_ZIP=-1.85, Synergy_Bliss=-4.54, Synergy_Loewe=3.06, Synergy_HSA=2.55.